From a dataset of Forward reaction prediction with 1.9M reactions from USPTO patents (1976-2016). Predict the product of the given reaction. (1) The product is: [C:1]([NH:4][C:5]1[S:9][C:8]2[C:10]([O:15][CH2:16][CH2:17][N:18]([CH2:21][CH3:22])[CH2:19][CH3:20])=[C:11]([C:33]3[CH:32]=[CH:31][CH:30]=[C:29]([CH3:28])[CH:34]=3)[CH:12]=[CH:13][C:7]=2[C:6]=1[C:23]([O:25][CH2:26][CH3:27])=[O:24])(=[O:3])[CH3:2]. Given the reactants [C:1]([NH:4][C:5]1[S:9][C:8]2[C:10]([O:15][CH2:16][CH2:17][N:18]([CH2:21][CH3:22])[CH2:19][CH3:20])=[C:11](Br)[CH:12]=[CH:13][C:7]=2[C:6]=1[C:23]([O:25][CH2:26][CH3:27])=[O:24])(=[O:3])[CH3:2].[CH3:28][C:29]1[CH:30]=[C:31](B(O)O)[CH:32]=[CH:33][CH:34]=1.P([O-])([O-])([O-])=O.[K+].[K+].[K+], predict the reaction product. (2) Given the reactants Cl[C:2]1[C:7]2[N:8]=[C:9]([NH:12][C:13]3[CH:18]=[CH:17][C:16]([C:19]4[CH:20]=[N:21][N:22]([CH3:24])[CH:23]=4)=[CH:15][C:14]=3[O:25][CH:26]([CH3:28])[CH3:27])[N:10]=[CH:11][C:6]=2[CH:5]=[CH:4][N:3]=1.[CH3:29][N:30]1[CH:34]=[C:33](B2OC(C)(C)C(C)(C)O2)[CH:32]=[N:31]1, predict the reaction product. The product is: [CH:26]([O:25][C:14]1[CH:15]=[C:16]([C:19]2[CH:20]=[N:21][N:22]([CH3:24])[CH:23]=2)[CH:17]=[CH:18][C:13]=1[NH:12][C:9]1[N:10]=[CH:11][C:6]2[CH:5]=[CH:4][N:3]=[C:2]([C:33]3[CH:32]=[N:31][N:30]([CH3:29])[CH:34]=3)[C:7]=2[N:8]=1)([CH3:28])[CH3:27]. (3) Given the reactants [CH2:1]([O:5][CH2:6][CH2:7][O:8][C:9]1[CH:14]=[CH:13][C:12]([C:15]2[CH:16]=[CH:17][C:18]3[N:25]([CH2:26][CH2:27][CH3:28])[CH2:24][CH2:23][CH2:22][C:21]([C:29](O)=[O:30])=[CH:20][C:19]=3[CH:32]=2)=[CH:11][CH:10]=1)[CH2:2][CH2:3][CH3:4].CN(C=O)C.S(Cl)(Cl)=O.[CH3:42][N:43]([CH2:50][C:51]1[CH:57]=[CH:56][C:54]([NH2:55])=[CH:53][CH:52]=1)[CH:44]1[CH2:49][CH2:48][O:47][CH2:46][CH2:45]1, predict the reaction product. The product is: [CH2:1]([O:5][CH2:6][CH2:7][O:8][C:9]1[CH:10]=[CH:11][C:12]([C:15]2[CH:16]=[CH:17][C:18]3[N:25]([CH2:26][CH2:27][CH3:28])[CH2:24][CH2:23][CH2:22][C:21]([C:29]([NH:55][C:54]4[CH:53]=[CH:52][C:51]([CH2:50][N:43]([CH3:42])[CH:44]5[CH2:49][CH2:48][O:47][CH2:46][CH2:45]5)=[CH:57][CH:56]=4)=[O:30])=[CH:20][C:19]=3[CH:32]=2)=[CH:13][CH:14]=1)[CH2:2][CH2:3][CH3:4]. (4) Given the reactants [Br:1][C:2]1[CH:7]=[CH:6][N:5]=[C:4]([C:8]2[N:12]=[C:11]([C:13]3[N:14]=[CH:15][S:16][CH:17]=3)[NH:10][N:9]=2)[CH:3]=1.[H-].[Na+].Br[CH2:21][C:22]1[CH:27]=[CH:26][CH:25]=[CH:24][C:23]=1[F:28].C(Cl)Cl, predict the reaction product. The product is: [Br:1][C:2]1[CH:7]=[CH:6][N:5]=[C:4]([C:8]2[N:12]=[C:11]([C:13]3[N:14]=[CH:15][S:16][CH:17]=3)[N:10]([CH2:21][C:22]3[CH:27]=[CH:26][CH:25]=[CH:24][C:23]=3[F:28])[N:9]=2)[CH:3]=1.[Br:1][C:2]1[CH:7]=[CH:6][N:5]=[C:4]([C:8]2[N:9]([CH2:21][C:22]3[CH:27]=[CH:26][CH:25]=[CH:24][C:23]=3[F:28])[N:10]=[C:11]([C:13]3[N:14]=[CH:15][S:16][CH:17]=3)[N:12]=2)[CH:3]=1. (5) Given the reactants C(OC([N:8]1[C:16]2[C:11](=[CH:12][C:13](/[CH:17]=[CH:18]/[CH:19]([C:24]3[CH:29]=[C:28]([Cl:30])[C:27]([F:31])=[C:26]([Cl:32])[CH:25]=3)[C:20]([F:23])([F:22])[F:21])=[CH:14][CH:15]=2)[CH2:10][CH2:9]1)=O)(C)(C)C.C(O)(C(F)(F)F)=O, predict the reaction product. The product is: [Cl:32][C:26]1[CH:25]=[C:24]([CH:19]([C:20]([F:21])([F:23])[F:22])/[CH:18]=[CH:17]/[C:13]2[CH:12]=[C:11]3[C:16](=[CH:15][CH:14]=2)[NH:8][CH2:9][CH2:10]3)[CH:29]=[C:28]([Cl:30])[C:27]=1[F:31]. (6) Given the reactants [N:1]1[C:5]2[C:6]3[CH:12]=[CH:11][S:10][C:7]=3[CH2:8][CH2:9][C:4]=2[S:3][C:2]=1[NH2:13].[CH2:14]([C:17]1[CH:22]=[CH:21][C:20]([S:23](Cl)(=[O:25])=[O:24])=[CH:19][CH:18]=1)[CH2:15][CH3:16], predict the reaction product. The product is: [N:1]1[C:5]2[C:6]3[CH:12]=[CH:11][S:10][C:7]=3[CH2:8][CH2:9][C:4]=2[S:3][C:2]=1[NH:13][S:23]([C:20]1[CH:21]=[CH:22][C:17]([CH2:14][CH2:15][CH3:16])=[CH:18][CH:19]=1)(=[O:25])=[O:24]. (7) Given the reactants [I:1][C:2]1[CH:3]=[N:4][N:5]([C@H:7]2[CH2:12][CH2:11][C@H:10]([OH:13])[CH2:9][CH2:8]2)[CH:6]=1.[Si:14](Cl)([C:17]([CH3:20])([CH3:19])[CH3:18])([CH3:16])[CH3:15].N1C=CN=C1.C(Cl)Cl, predict the reaction product. The product is: [Si:14]([O:13][C@H:10]1[CH2:9][CH2:8][C@H:7]([N:5]2[CH:6]=[C:2]([I:1])[CH:3]=[N:4]2)[CH2:12][CH2:11]1)([C:17]([CH3:20])([CH3:19])[CH3:18])([CH3:16])[CH3:15].